From a dataset of Catalyst prediction with 721,799 reactions and 888 catalyst types from USPTO. Predict which catalyst facilitates the given reaction. (1) Reactant: [Br:1][C:2]1[C:8](F)=[CH:7][CH:6]=[C:5]([N+:10]([O-:12])=[O:11])[C:3]=1[NH2:4].C(=O)([O-])[O-].[Cs+].[Cs+].[F:19][C:20]1[CH:25]=[C:24]([F:26])[CH:23]=[CH:22][C:21]=1[OH:27]. Product: [Br:1][C:2]1[C:8]([O:27][C:21]2[CH:22]=[CH:23][C:24]([F:26])=[CH:25][C:20]=2[F:19])=[CH:7][CH:6]=[C:5]([N+:10]([O-:12])=[O:11])[C:3]=1[NH2:4]. The catalyst class is: 829. (2) Reactant: CS(O)(=O)=O.[CH2:6]([NH:13][C:14]([C:16]1[NH:17][CH:18]=[CH:19][N:20]=1)=[NH:15])[C:7]1[CH:12]=[CH:11][CH:10]=[CH:9][CH:8]=1.[Cl:21][C:22]1[CH:29]=[C:28]([F:30])[CH:27]=[CH:26][C:23]=1[CH:24]=O.[C:31]([O:37][CH2:38][CH3:39])(=[O:36])[CH2:32]C(C)=O.[C:40]([O-])(=O)[CH3:41].[Na+]. Product: [CH2:6]([N:13]1[CH:41]=[CH:40][N:15]=[C:14]1[C:16]1[NH:20][C:19]([CH3:18])=[C:32]([C:31]([O:37][CH2:38][CH3:39])=[O:36])[CH:24]([C:23]2[CH:26]=[CH:27][C:28]([F:30])=[CH:29][C:22]=2[Cl:21])[N:17]=1)[C:7]1[CH:8]=[CH:9][CH:10]=[CH:11][CH:12]=1. The catalyst class is: 8. (3) Reactant: [N+:1]([C:4]1[N:5]([CH2:9][C:10]([OH:12])=O)[CH:6]=[CH:7][N:8]=1)([O-:3])=[O:2].CN1CCOCC1.ClC(OCC(C)C)=O.Cl.[CH2:29]([NH2:32])[CH:30]=[CH2:31]. Product: [N+:1]([C:4]1[N:5]([CH2:9][C:10]([NH:32][CH2:29][CH:30]=[CH2:31])=[O:12])[CH:6]=[CH:7][N:8]=1)([O-:3])=[O:2]. The catalyst class is: 1.